From a dataset of NCI-60 drug combinations with 297,098 pairs across 59 cell lines. Regression. Given two drug SMILES strings and cell line genomic features, predict the synergy score measuring deviation from expected non-interaction effect. Drug 1: C1=NC2=C(N=C(N=C2N1C3C(C(C(O3)CO)O)F)Cl)N. Drug 2: C1=CN(C=N1)CC(O)(P(=O)(O)O)P(=O)(O)O. Cell line: HOP-62. Synergy scores: CSS=6.37, Synergy_ZIP=-0.942, Synergy_Bliss=-0.421, Synergy_Loewe=-11.2, Synergy_HSA=-2.32.